Dataset: Catalyst prediction with 721,799 reactions and 888 catalyst types from USPTO. Task: Predict which catalyst facilitates the given reaction. (1) Reactant: C(O[C:6]([NH:8][CH:9]1[CH2:13][CH2:12][N:11]([C:14]2[C:23]3[C:18](=[CH:19][C:20]([Cl:24])=[CH:21][CH:22]=3)[N:17]=[CH:16][CH:15]=2)[CH2:10]1)=[O:7])(C)(C)C.FC(F)(F)C(O)=O.[F:32][C:33]1[CH:38]=[CH:37][C:36]([N:39]=C=O)=[CH:35][CH:34]=1.C(N(CC)CC)C. Product: [F:32][C:33]1[CH:38]=[CH:37][C:36]([NH:39][C:6]([NH:8][CH:9]2[CH2:13][CH2:12][N:11]([C:14]3[C:23]4[C:18](=[CH:19][C:20]([Cl:24])=[CH:21][CH:22]=4)[N:17]=[CH:16][CH:15]=3)[CH2:10]2)=[O:7])=[CH:35][CH:34]=1. The catalyst class is: 2. (2) Reactant: [Cl:1][C:2]1[CH:7]=[C:6]([C:8]([C:11]2[CH:16]=[C:15]([O:17][C:18]([F:21])([F:20])[F:19])[CH:14]=[C:13]([O:22][CH3:23])[CH:12]=2)([CH3:10])[CH3:9])[CH:5]=[C:4](Cl)[N:3]=1.[NH4+:25].[OH-]. Product: [Cl:1][C:2]1[N:3]=[C:4]([NH2:25])[CH:5]=[C:6]([C:8]([C:11]2[CH:16]=[C:15]([O:17][C:18]([F:21])([F:19])[F:20])[CH:14]=[C:13]([O:22][CH3:23])[CH:12]=2)([CH3:10])[CH3:9])[CH:7]=1. The catalyst class is: 127. (3) Reactant: [OH:1][CH2:2][C@@H:3]([NH:10][CH2:11][C:12]([O:14][C:15]([CH3:18])([CH3:17])[CH3:16])=[O:13])[C:4]1[CH:9]=[CH:8][CH:7]=[CH:6][CH:5]=1.[C:19]1([CH:25]([C:28]2[CH:33]=[CH:32][CH:31]=[CH:30][CH:29]=2)[CH:26]=O)[CH:24]=[CH:23][CH:22]=[CH:21][CH:20]=1.S([O-])([O-])(=O)=O.[Mg+2]. Product: [CH:25]([CH:26]1[N:10]([CH2:11][C:12]([O:14][C:15]([CH3:18])([CH3:17])[CH3:16])=[O:13])[C@H:3]([C:4]2[CH:9]=[CH:8][CH:7]=[CH:6][CH:5]=2)[CH2:2][O:1]1)([C:19]1[CH:24]=[CH:23][CH:22]=[CH:21][CH:20]=1)[C:28]1[CH:33]=[CH:32][CH:31]=[CH:30][CH:29]=1. The catalyst class is: 158. (4) Reactant: [CH3:1][C:2]1[C:6]([C:7]2[CH:8]=[C:9]([N+:19]([O-])=O)[C:10]([NH:17][CH3:18])=[C:11]([CH:16]=2)[C:12]([O:14][CH3:15])=[O:13])=[C:5]([CH3:22])[O:4][N:3]=1.[OH-].[Na+]. Product: [NH2:19][C:9]1[C:10]([NH:17][CH3:18])=[C:11]([CH:16]=[C:7]([C:6]2[C:2]([CH3:1])=[N:3][O:4][C:5]=2[CH3:22])[CH:8]=1)[C:12]([O:14][CH3:15])=[O:13]. The catalyst class is: 8. (5) Reactant: [CH:1]([O:4][P:5]([CH2:11][O:12][CH2:13][N:14]1[C:22]([CH2:23][CH2:24][CH2:25][O:26]C(C2C=CC=CC=2)(C2C=CC=CC=2)C2(OC)C=CC=CC2)=[N:21][C:20]2[C:15]1=[N:16][C:17]([C:51]([C:64]1[CH:69]=[CH:68][CH:67]=[CH:66][CH:65]=1)([C:58]1[CH:63]=[CH:62][CH:61]=[CH:60][CH:59]=1)[C:52]1[CH:57]=[CH:56][CH:55]=[CH:54][CH:53]=1)=[N:18][C:19]=2[NH:48][O:49][CH3:50])([O:7][CH:8]([CH3:10])[CH3:9])=[O:6])([CH3:3])[CH3:2].Cl.[OH-].[Na+]. Product: [CH:8]([O:7][P:5]([CH2:11][O:12][CH2:13][N:14]1[C:22]([CH2:23][CH2:24][CH2:25][OH:26])=[N:21][C:20]2[C:15]1=[N:16][C:17]([C:51]([C:52]1[CH:53]=[CH:54][CH:55]=[CH:56][CH:57]=1)([C:64]1[CH:65]=[CH:66][CH:67]=[CH:68][CH:69]=1)[C:58]1[CH:59]=[CH:60][CH:61]=[CH:62][CH:63]=1)=[N:18][C:19]=2[NH:48][O:49][CH3:50])([O:4][CH:1]([CH3:3])[CH3:2])=[O:6])([CH3:9])[CH3:10]. The catalyst class is: 47.